Dataset: Catalyst prediction with 721,799 reactions and 888 catalyst types from USPTO. Task: Predict which catalyst facilitates the given reaction. (1) Reactant: [C:1]1([CH2:7][CH2:8][CH2:9][CH2:10][CH2:11][CH2:12][CH2:13][CH2:14][C:15]2[CH:24]=[CH:23][C:18]([C:19]([O:21]C)=[O:20])=[CH:17][CH:16]=2)[CH:6]=[CH:5][CH:4]=[CH:3][CH:2]=1.[OH-].[Na+]. Product: [C:1]1([CH2:7][CH2:8][CH2:9][CH2:10][CH2:11][CH2:12][CH2:13][CH2:14][C:15]2[CH:16]=[CH:17][C:18]([C:19]([OH:21])=[O:20])=[CH:23][CH:24]=2)[CH:2]=[CH:3][CH:4]=[CH:5][CH:6]=1. The catalyst class is: 92. (2) Reactant: [CH2:1]([N:8]1[CH2:14][CH:13]2[C:15](OC)([O:16]C)[CH:10]([CH2:11][CH2:12]2)[CH2:9]1)[C:2]1[CH:7]=[CH:6][CH:5]=[CH:4][CH:3]=1. Product: [CH2:1]([N:8]1[CH2:14][CH:13]2[C:15](=[O:16])[CH:10]([CH2:11][CH2:12]2)[CH2:9]1)[C:2]1[CH:3]=[CH:4][CH:5]=[CH:6][CH:7]=1. The catalyst class is: 33. (3) Reactant: I[Si](C)(C)C.[OH:6][C:7]1[CH:8]=[C:9]([CH:14]=[C:15]([O:17][C@@H:18]([CH3:22])[CH2:19][O:20]C)[CH:16]=1)[C:10]([O:12][CH3:13])=[O:11].O.O.O.O.O.S([O-])([O-])(=O)=S.[Na+].[Na+].C(=O)(O)[O-].[Na+]. Product: [OH:6][C:7]1[CH:8]=[C:9]([CH:14]=[C:15]([O:17][C@@H:18]([CH3:22])[CH2:19][OH:20])[CH:16]=1)[C:10]([O:12][CH3:13])=[O:11]. The catalyst class is: 382.